This data is from Full USPTO retrosynthesis dataset with 1.9M reactions from patents (1976-2016). The task is: Predict the reactants needed to synthesize the given product. (1) Given the product [Cl:11][C:12]1[CH:13]=[C:14]([CH:17]=[C:18]([C:20]2[O:1][N:2]=[C:3]([C:4]3[CH:9]=[N:8][CH:7]=[CH:6][N:5]=3)[CH:21]=2)[CH:19]=1)[C:15]#[N:16], predict the reactants needed to synthesize it. The reactants are: [OH:1][N:2]=[C:3](Cl)[C:4]1[CH:9]=[N:8][CH:7]=[CH:6][N:5]=1.[Cl:11][C:12]1[CH:13]=[C:14]([CH:17]=[C:18]([C:20]#[CH:21])[CH:19]=1)[C:15]#[N:16].N. (2) Given the product [CH3:1][O:2][C:3](=[O:16])[CH2:4][C:5]1[C:9]2[CH:10]=[CH:11][C:12]([O:15][CH2:26][C:25]3[CH:28]=[CH:29][C:30]([Cl:32])=[CH:31][C:24]=3[Cl:23])=[C:13]([Cl:14])[C:8]=2[O:7][CH:6]=1, predict the reactants needed to synthesize it. The reactants are: [CH3:1][O:2][C:3](=[O:16])[CH2:4][C:5]1[C:9]2[CH:10]=[CH:11][C:12]([OH:15])=[C:13]([Cl:14])[C:8]=2[O:7][CH:6]=1.C([O-])([O-])=O.[K+].[K+].[Cl:23][C:24]1[CH:31]=[C:30]([Cl:32])[CH:29]=[CH:28][C:25]=1[CH2:26]Cl. (3) Given the product [Cl:10][C:11]1[CH:12]=[C:13]([NH:18][C:19]([N:21]2[CH2:22][CH2:23][CH:24]([CH2:27][CH:28]3[CH2:33][CH2:32][CH2:31][N:30]([CH2:34][CH3:35])[CH2:29]3)[CH2:25][CH2:26]2)=[O:20])[CH:14]=[CH:15][C:16]=1[Cl:17], predict the reactants needed to synthesize it. The reactants are: N1(C(N)=O)CC=CCC1.[Cl:10][C:11]1[CH:12]=[C:13]([NH:18][C:19]([N:21]2[CH2:26][CH2:25][C:24](=[CH:27][CH:28]3[CH2:33][CH2:32][CH2:31][N:30]([CH2:34][CH3:35])[CH2:29]3)[CH2:23][CH2:22]2)=[O:20])[CH:14]=[CH:15][C:16]=1[Cl:17]. (4) Given the product [ClH:16].[ClH:16].[NH2:3][CH2:6][C:7]([C:9]1[C:14]([CH3:15])=[CH:13][CH:12]=[CH:11][N:10]=1)=[O:8], predict the reactants needed to synthesize it. The reactants are: C([N:3]([CH2:6][C:7]([C:9]1[C:14]([CH3:15])=[CH:13][CH:12]=[CH:11][N:10]=1)=[O:8])C=O)=O.[ClH:16]. (5) Given the product [CH3:1][O:2][C:3]1[CH:4]=[C:5]([C@H:14]([CH2:15][CH3:16])[CH2:13][CH:12]=[O:17])[CH:6]=[CH:7][CH:8]=1, predict the reactants needed to synthesize it. The reactants are: [CH3:1][O:2][C:3]1[CH:4]=[C:5](B(O)O)[CH:6]=[CH:7][CH:8]=1.[CH:12](=[O:17])/[CH:13]=[CH:14]/[CH2:15][CH3:16].CN1CCOCC1.